From a dataset of Full USPTO retrosynthesis dataset with 1.9M reactions from patents (1976-2016). Predict the reactants needed to synthesize the given product. (1) The reactants are: [CH3:1][N:2]1[CH2:15][CH2:14][C:5]2[NH:6][C:7]3[CH:8]=[CH:9][C:10]([CH3:13])=[CH:11][C:12]=3[C:4]=2[CH2:3]1.Br[C:17]1[N:21]([CH3:22])[CH:20]=[N:19][CH:18]=1.[O-]P([O-])([O-])=O.[K+].[K+].[K+].N1CCC[C@H]1C(O)=O. Given the product [CH3:1][N:2]1[CH2:15][CH2:14][C:5]2[N:6]([C:17]3[N:21]([CH3:22])[CH:20]=[N:19][CH:18]=3)[C:7]3[CH:8]=[CH:9][C:10]([CH3:13])=[CH:11][C:12]=3[C:4]=2[CH2:3]1, predict the reactants needed to synthesize it. (2) Given the product [CH3:19][O:18][C:13]1[CH:14]=[CH:15][CH:16]=[CH:17][C:12]=1[C:9]1[CH:10]=[CH:11][C:6]([C:4]([OH:5])=[O:3])=[CH:7][CH:8]=1, predict the reactants needed to synthesize it. The reactants are: C([O:3][C:4]([C:6]1[CH:11]=[CH:10][C:9]([C:12]2[CH:17]=[CH:16][CH:15]=[CH:14][C:13]=2[O:18][CH3:19])=[CH:8][CH:7]=1)=[O:5])C.[OH-].[Na+]. (3) Given the product [CH3:1][S:2]([C:4]1[S:8][C:7]([CH2:9][N:10]([CH3:23])[C:11]([C:13]23[CH2:20][CH:19]4[CH2:18][CH:17]([CH2:16][CH:15]([CH2:21]4)[CH2:14]2)[CH2:22]3)=[O:12])=[CH:6][CH:5]=1)(=[O:32])=[O:3], predict the reactants needed to synthesize it. The reactants are: [CH3:1][S:2]([C:4]1[S:8][C:7]([CH2:9][N:10]([CH3:23])[C:11]([C:13]23[CH2:22][CH:17]4[CH2:18][CH:19]([CH2:21][CH:15]([CH2:16]4)[CH2:14]2)[CH2:20]3)=[O:12])=[CH:6][CH:5]=1)=[O:3].C1C=C(Cl)C=C(C(OO)=[O:32])C=1. (4) The reactants are: [CH3:1][O:2][C:3]([N:5]1[C@@H:13]2[C@@H:8]([C@@:9]([OH:23])([C:14]#[C:15][C:16]3[CH:17]=[C:18]([CH3:22])[CH:19]=[CH:20][CH:21]=3)[CH2:10][CH2:11][CH2:12]2)[CH2:7][CH2:6]1)=[O:4].[N:24]1([CH2:30][CH2:31][C:32](O)=[O:33])[CH2:29][CH2:28][O:27][CH2:26][CH2:25]1. Given the product [CH3:1][O:2][C:3]([N:5]1[C@H:13]2[C@H:8]([C@:9]([O:23][C:32](=[O:33])[CH2:31][CH2:30][N:24]3[CH2:29][CH2:28][O:27][CH2:26][CH2:25]3)([C:14]#[C:15][C:16]3[CH:17]=[C:18]([CH3:22])[CH:19]=[CH:20][CH:21]=3)[CH2:10][CH2:11][CH2:12]2)[CH2:7][CH2:6]1)=[O:4], predict the reactants needed to synthesize it. (5) Given the product [C:1]([O:4][CH2:5][CH2:6][O:7][C:8]1[CH:17]=[C:16]2[C:11]([CH:12]=[CH:13][C:14]([C:18]3[N:22]4[CH:23]=[C:24]([C@@H:27]([N:32]5[CH2:36][CH2:35][C@H:34]([NH2:37])[CH2:33]5)[C:28]([F:29])([F:31])[F:30])[CH:25]=[CH:26][C:21]4=[N:20][N:19]=3)=[N:15]2)=[CH:10][C:9]=1[F:45])(=[O:3])[CH3:2], predict the reactants needed to synthesize it. The reactants are: [C:1]([O:4][CH2:5][CH2:6][O:7][C:8]1[CH:17]=[C:16]2[C:11]([CH:12]=[CH:13][C:14]([C:18]3[N:22]4[CH:23]=[C:24]([C@@H:27]([N:32]5[CH2:36][CH2:35][C@H:34]([NH:37]C(OC(C)(C)C)=O)[CH2:33]5)[C:28]([F:31])([F:30])[F:29])[CH:25]=[CH:26][C:21]4=[N:20][N:19]=3)=[N:15]2)=[CH:10][C:9]=1[F:45])(=[O:3])[CH3:2].